Dataset: Reaction yield outcomes from USPTO patents with 853,638 reactions. Task: Predict the reaction yield, written as a fraction of the theoretical maximum amount of product (1.0 means a 100% yield; for example, 0.34 means a 34% yield). (1) The reactants are Br[C:2]1[CH:3]=[C:4]([F:9])[C:5]([NH2:8])=[N:6][CH:7]=1.[CH3:10][C:11]1([CH3:27])[C:15]([CH3:17])([CH3:16])[O:14][B:13]([B:13]2[O:14][C:15]([CH3:17])([CH3:16])[C:11]([CH3:27])([CH3:10])[O:12]2)[O:12]1.C([O-])(=O)C.[K+]. The catalyst is O1CCOCC1.[Pd](Cl)Cl.C1(P(C2C=CC=CC=2)[C-]2C=CC=C2)C=CC=CC=1.[C-]1(P(C2C=CC=CC=2)C2C=CC=CC=2)C=CC=C1.[Fe+2]. The product is [F:9][C:4]1[C:5]([NH2:8])=[N:6][CH:7]=[C:2]([B:13]2[O:14][C:15]([CH3:17])([CH3:16])[C:11]([CH3:27])([CH3:10])[O:12]2)[CH:3]=1. The yield is 0.840. (2) The reactants are [Cl:1][C:2]1[S:3][C:4]([Cl:9])=[CH:5][C:6]=1[CH2:7]O.P(Br)(Br)[Br:11]. The catalyst is ClCCl. The product is [Br:11][CH2:7][C:6]1[CH:5]=[C:4]([Cl:9])[S:3][C:2]=1[Cl:1]. The yield is 0.340. (3) The reactants are C(=O)([O-])[O-].[Cs+].[Cs+].[NH:7]1[C:11]2[CH:12]=[CH:13][CH:14]=[CH:15][C:10]=2[N:9]=[C:8]1[C:16]([C:18]1[CH:23]=[CH:22][C:21]([OH:24])=[CH:20][CH:19]=1)=[O:17].F[C:26]1[C:31]([CH:32]2[CH2:36][N:35]([CH3:37])[C:34](=[O:38])[CH2:33]2)=[CH:30][CH:29]=[CH:28][N:27]=1. The catalyst is CN1C(=O)CCC1. The product is [NH:7]1[C:11]2[CH:12]=[CH:13][CH:14]=[CH:15][C:10]=2[N:9]=[C:8]1[C:16]([C:18]1[CH:23]=[CH:22][C:21]([O:24][C:26]2[C:31]([CH:32]3[CH2:36][N:35]([CH3:37])[C:34](=[O:38])[CH2:33]3)=[CH:30][CH:29]=[CH:28][N:27]=2)=[CH:20][CH:19]=1)=[O:17]. The yield is 0.610. (4) The reactants are [Cl:1][C:2]1[CH:17]=[CH:16][C:5]([C:6]([NH:8][C:9]2[CH:10]=[N:11][C:12]([OH:15])=[CH:13][CH:14]=2)=[O:7])=[CH:4][CH:3]=1.[CH3:18][N:19]([C:23]1[CH:28]=[CH:27][CH:26]=[CH:25][CH:24]=1)[C:20](Cl)=[O:21].N12CCN(CC1)CC2.CN(C)C=O. The catalyst is O. The product is [Cl:1][C:2]1[CH:17]=[CH:16][C:5]([C:6]([NH:8][C:9]2[CH:14]=[CH:13][C:12]([O:15][C:20](=[O:21])[N:19]([CH3:18])[C:23]3[CH:28]=[CH:27][CH:26]=[CH:25][CH:24]=3)=[N:11][CH:10]=2)=[O:7])=[CH:4][CH:3]=1. The yield is 0.530. (5) The reactants are [SH:1][C:2]1[CH:7]=[CH:6][N:5]=[CH:4][CH:3]=1.[F:8][C:9]1[CH:10]=[C:11]([N+:16]([O-:18])=[O:17])[CH:12]=[CH:13][C:14]=1F.C(=O)([O-])[O-].[K+].[K+]. The catalyst is CN(C=O)C.C(OCC)(=O)C.O. The product is [F:8][C:9]1[CH:10]=[C:11]([N+:16]([O-:18])=[O:17])[CH:12]=[CH:13][C:14]=1[S:1][C:2]1[CH:7]=[CH:6][N:5]=[CH:4][CH:3]=1. The yield is 0.710. (6) The reactants are [CH3:1][S:2]([C:5]1[CH:10]=[CH:9][C:8]([NH:11][C:12]([C:14]2[CH:19]=[CH:18][CH:17]=[CH:16][CH:15]=2)=[NH:13])=[CH:7][CH:6]=1)(=[O:4])=[O:3].C(=O)(O)[O-].[Na+].Br[CH2:26][C:27](=[O:32])[C:28]([F:31])([F:30])[F:29]. The catalyst is C(O)(C)C. The product is [OH:32][C:27]1([C:28]([F:31])([F:30])[F:29])[CH2:26][N:11]([C:8]2[CH:7]=[CH:6][C:5]([S:2]([CH3:1])(=[O:3])=[O:4])=[CH:10][CH:9]=2)[C:12]([C:14]2[CH:19]=[CH:18][CH:17]=[CH:16][CH:15]=2)=[N:13]1. The yield is 0.590.